The task is: Predict which catalyst facilitates the given reaction.. This data is from Catalyst prediction with 721,799 reactions and 888 catalyst types from USPTO. (1) Reactant: [N:1]1[C:10]2[C:5](=[CH:6][C:7]([CH2:11][C:12]3[N:16]4[CH:17]=[C:18]([C:21](=O)[CH3:22])[CH:19]=[N:20][C:15]4=[N:14][CH:13]=3)=[CH:8][CH:9]=2)[CH:4]=[CH:3][CH:2]=1.Cl.[NH:25]([C:27]([NH2:29])=[O:28])[NH2:26]. Product: [N:1]1[C:10]2[C:5](=[CH:6][C:7]([CH2:11][C:12]3[N:16]4[CH:17]=[C:18](/[C:21](=[N:26]/[NH:25][C:27]([NH2:29])=[O:28])/[CH3:22])[CH:19]=[N:20][C:15]4=[N:14][CH:13]=3)=[CH:8][CH:9]=2)[CH:4]=[CH:3][CH:2]=1. The catalyst class is: 5. (2) Reactant: N(OC(C)(C)C)=O.[Cl:8][C:9]1[C:10]2[CH:18]=[CH:17][N:16]([S:19]([C:22]3[CH:27]=[CH:26][C:25]([CH3:28])=[CH:24][CH:23]=3)(=[O:21])=[O:20])[C:11]=2[N:12]=[C:13](N)[N:14]=1.II.[I:31]CI.S([O-])([O-])=O.[Na+].[Na+]. Product: [Cl:8][C:9]1[C:10]2[CH:18]=[CH:17][N:16]([S:19]([C:22]3[CH:27]=[CH:26][C:25]([CH3:28])=[CH:24][CH:23]=3)(=[O:21])=[O:20])[C:11]=2[N:12]=[C:13]([I:31])[N:14]=1. The catalyst class is: 1. (3) Reactant: C([Mg]Cl)(C)C.[Li]CCCC.I[C:12]1[C:16]([CH2:17][N:18]([S:26]([C:29]2[CH:34]=[CH:33][C:32]([C:35]([F:38])([F:37])[F:36])=[CH:31][CH:30]=2)(=[O:28])=[O:27])[C:19](=[O:25])[O:20][C:21]([CH3:24])([CH3:23])[CH3:22])=[CH:15][N:14]([CH2:39][O:40][CH3:41])[N:13]=1.[F:42][C:43]1[CH:50]=[CH:49][C:46]([CH:47]=[O:48])=[CH:45][CH:44]=1. Product: [F:42][C:43]1[CH:50]=[CH:49][C:46]([CH:47]([OH:48])[C:12]2[C:16]([CH2:17][N:18]([S:26]([C:29]3[CH:34]=[CH:33][C:32]([C:35]([F:38])([F:37])[F:36])=[CH:31][CH:30]=3)(=[O:28])=[O:27])[C:19](=[O:25])[O:20][C:21]([CH3:24])([CH3:23])[CH3:22])=[CH:15][N:14]([CH2:39][O:40][CH3:41])[N:13]=2)=[CH:45][CH:44]=1. The catalyst class is: 1. (4) Reactant: [Cl:1][C:2]1[N:10]=[C:9]([C:11]([F:14])([F:13])[F:12])[CH:8]=[CH:7][C:3]=1[C:4]([OH:6])=O.[N+:15](=[CH:17][C:18]([O:20][CH2:21][CH3:22])=[O:19])=[N-:16]. Product: [CH2:21]([O:20][C:18](=[O:19])[C:17](=[N+:15]=[N-:16])[C:4]([C:3]1[C:2]([Cl:1])=[N:10][C:9]([C:11]([F:14])([F:13])[F:12])=[CH:8][CH:7]=1)=[O:6])[CH3:22]. The catalyst class is: 309. (5) Reactant: [NH2:1][C:2]1[C:13]([C:14]([NH:16][C:17]2[CH:18]=[N:19][CH:20]=[CH:21][C:22]=2[N:23]2[CH2:28][CH2:27][CH:26]([NH:29]C(=O)OC(C)(C)C)[CH2:25][CH2:24]2)=[O:15])=[C:5]2[N:6]=[CH:7][C:8]([CH2:10][C:11]#[N:12])=[CH:9][N:4]2[N:3]=1.ClC1C=CC2N=NN(OC(=[N+](C)C)N(C)C)C=2C=1.C(O)(C(F)(F)F)=O. Product: [NH2:1][C:2]1[C:13]([C:14]([NH:16][C:17]2[CH:18]=[N:19][CH:20]=[CH:21][C:22]=2[N:23]2[CH2:24][CH2:25][CH:26]([NH2:29])[CH2:27][CH2:28]2)=[O:15])=[C:5]2[N:6]=[CH:7][C:8]([CH2:10][C:11]#[N:12])=[CH:9][N:4]2[N:3]=1. The catalyst class is: 2. (6) Reactant: C1C(=O)N([Cl:8])C(=O)C1.CN(C=O)C.[O:14]1[CH:18]=[CH:17][CH:16]=[C:15]1[C:19]1[N:20]=[C:21]([NH2:29])[C:22]2[CH:27]=[C:26]([CH3:28])[S:25][C:23]=2[N:24]=1. Product: [Cl:8][C:18]1[O:14][C:15]([C:19]2[N:20]=[C:21]([NH2:29])[C:22]3[CH:27]=[C:26]([CH3:28])[S:25][C:23]=3[N:24]=2)=[CH:16][CH:17]=1. The catalyst class is: 6. (7) Product: [F:1][C:2]1[CH:3]=[CH:4][C:5]2[N:9]=[CH:8][N:7]([CH2:10][C:11]([OH:16])=[O:12])[C:6]=2[C:13]=1[F:14]. Reactant: [F:1][C:2]1[CH:3]=[CH:4][C:5]2[N:9]=[CH:8][N:7]([CH2:10][CH2:11][OH:12])[C:6]=2[C:13]=1[F:14].P([O-])([O-])([O-])=[O:16].[Na+].[Na+].[Na+].[O-]Cl=O.[Na+].[O-]Cl.[Na+].[O-]S([O-])=O.[Na+].[Na+].[OH-].[Na+]. The catalyst class is: 578. (8) The catalyst class is: 461. Reactant: Br[C:2]1[CH:3]=[CH:4][C:5]([C:8]([NH:10][CH2:11][C:12]2[CH:13]=[CH:14][C:15]([C:18]3[CH:23]=[CH:22][N:21]=[C:20]([F:24])[CH:19]=3)=[N:16][CH:17]=2)=[O:9])=[N:6][CH:7]=1.[CH3:25][N:26]([CH3:36])[C:27]1[N:32]=[CH:31][C:30](B(O)O)=[CH:29][CH:28]=1.C1(C)C=CC=CC=1.C([O-])([O-])=O.[Na+].[Na+]. Product: [CH3:25][N:26]([CH3:36])[C:27]1[N:32]=[CH:31][C:30]([C:2]2[CH:7]=[N:6][C:5]([C:8]([NH:10][CH2:11][C:12]3[CH:13]=[CH:14][C:15]([C:18]4[CH:23]=[CH:22][N:21]=[C:20]([F:24])[CH:19]=4)=[N:16][CH:17]=3)=[O:9])=[CH:4][CH:3]=2)=[CH:29][CH:28]=1.